Dataset: Reaction yield outcomes from USPTO patents with 853,638 reactions. Task: Predict the reaction yield, written as a fraction of the theoretical maximum amount of product (1.0 means a 100% yield; for example, 0.34 means a 34% yield). The reactants are [I:1][C:2]1[CH:3]=[C:4]([OH:8])[CH:5]=[CH:6][CH:7]=1.O[CH2:10][CH2:11][N:12]1[CH2:17][CH2:16][O:15][CH2:14][CH2:13]1.C1C=CC(P(C2C=CC=CC=2)C2C=CC=CC=2)=CC=1.CC(OC(/N=N/C(OC(C)C)=O)=O)C. The catalyst is C1COCC1. The product is [N:12]1([CH2:11][CH2:10][O:8][C:4]2[CH:3]=[C:2]([I:1])[CH:7]=[CH:6][CH:5]=2)[CH2:17][CH2:16][O:15][CH2:14][CH2:13]1. The yield is 0.840.